This data is from Drug-target binding data from BindingDB using IC50 measurements. The task is: Regression. Given a target protein amino acid sequence and a drug SMILES string, predict the binding affinity score between them. We predict pIC50 (pIC50 = -log10(IC50 in M); higher means more potent). Dataset: bindingdb_ic50. (1) The drug is CCCCCC(=O)c1ccc(CN(CCCCCCC(=O)O)S(C)(=O)=O)cc1. The target protein (Q62928) has sequence MDNSFNDSRRVENCESRQYLLSDESPAISSVMFTAGVLGNLIALALLARRWRGDTGCSAGSRTSISLFHVLVTELVLTDLLGTCLISPVVLASYSRNQTLVALAPESRACTYFAFTMTFFSLATMLMLFAMALERYLAIGHPYFYRRRVSRRGGLAVLPAIYGVSLLFCSLPLLNYGEYVQYCPGTWCFIQHGRTAYLQLYATVLLLLIVAVLGCNISVILNLIRMQLRSKRSRCGLSGSSLRGPGSRRRGERTSMAEETDHLILLAIMTITFAVCSLPFTIFAYMDETSSRKEKWDLRALRFLSVNSIIDPWVFVILRPPVLRLMRSVLCCRTSLRAPEAPGASCSTQQTDLCGQL. The pIC50 is 6.2. (2) The compound is C/C=C\C(=O)Nc1ccc(S(=O)(=O)N2CCN(C(=O)OC(C)(C)C)CC2)cc1. The target protein (P00488) has sequence MSETSRTAFGGRRAVPPNNSNAAEDDLPTVELQGVVPRGVNLQEFLNVTSVHLFKERWDTNKVDHHTDKYENNKLIVRRGQSFYVQIDFSRPYDPRRDLFRVEYVIGRYPQENKGTYIPVPIVSELQSGKWGAKIVMREDRSVRLSIQSSPKCIVGKFRMYVAVWTPYGVLRTSRNPETDTYILFNPWCEDDAVYLDNEKEREEYVLNDIGVIFYGEVNDIKTRSWSYGQFEDGILDTCLYVMDRAQMDLSGRGNPIKVSRVGSAMVNAKDDEGVLVGSWDNIYAYGVPPSAWTGSVDILLEYRSSENPVRYGQCWVFAGVFNTFLRCLGIPARIVTNYFSAHDNDANLQMDIFLEEDGNVNSKLTKDSVWNYHCWNEAWMTRPDLPVGFGGWQAVDSTPQENSDGMYRCGPASVQAIKHGHVCFQFDAPFVFAEVNSDLIYITAKKDGTHVVENVDATHIGKLIVTKQIGGDGMMDITDTYKFQEGQEEERLALETALM.... The pIC50 is 4.1.